This data is from Forward reaction prediction with 1.9M reactions from USPTO patents (1976-2016). The task is: Predict the product of the given reaction. Given the reactants CCCC[N+](CCCC)(CCCC)CCCC.[F-].[Si]([O:26][CH:27]([N:29]1[CH:33]=[CH:32][C:31]([C:34]([N:36]2[CH2:41][CH2:40][N:39]([C:42]3[CH:43]=[C:44]([CH:47]=[CH:48][CH:49]=3)[C:45]#[N:46])[CH2:38][CH2:37]2)=[O:35])=[C:30]1[C:50]1[CH:55]=[CH:54][CH:53]=[CH:52][CH:51]=1)[CH3:28])(C(C)(C)C)(C)C.C(OCC)(=O)C, predict the reaction product. The product is: [OH:26][CH:27]([N:29]1[CH:33]=[CH:32][C:31]([C:34]([N:36]2[CH2:37][CH2:38][N:39]([C:42]3[CH:43]=[C:44]([CH:47]=[CH:48][CH:49]=3)[C:45]#[N:46])[CH2:40][CH2:41]2)=[O:35])=[C:30]1[C:50]1[CH:55]=[CH:54][CH:53]=[CH:52][CH:51]=1)[CH3:28].